From a dataset of Reaction yield outcomes from USPTO patents with 853,638 reactions. Predict the reaction yield, written as a fraction of the theoretical maximum amount of product (1.0 means a 100% yield; for example, 0.34 means a 34% yield). The reactants are Br[C:2]1[N:6]([S:7]([C:10]2[CH:15]=[CH:14][CH:13]=[CH:12][CH:11]=2)(=[O:9])=[O:8])[CH:5]=[C:4]([CH:16]=[O:17])[CH:3]=1.[F:18][C:19]1[C:24](B(O)O)=[CH:23][CH:22]=[CH:21][N:20]=1.C(=O)([O-])O.[Na+].COCCOC. The catalyst is C1C=CC([P]([Pd]([P](C2C=CC=CC=2)(C2C=CC=CC=2)C2C=CC=CC=2)([P](C2C=CC=CC=2)(C2C=CC=CC=2)C2C=CC=CC=2)[P](C2C=CC=CC=2)(C2C=CC=CC=2)C2C=CC=CC=2)(C2C=CC=CC=2)C2C=CC=CC=2)=CC=1.O. The product is [F:18][C:19]1[C:24]([C:2]2[N:6]([S:7]([C:10]3[CH:15]=[CH:14][CH:13]=[CH:12][CH:11]=3)(=[O:9])=[O:8])[CH:5]=[C:4]([CH:16]=[O:17])[CH:3]=2)=[CH:23][CH:22]=[CH:21][N:20]=1. The yield is 0.680.